This data is from Reaction yield outcomes from USPTO patents with 853,638 reactions. The task is: Predict the reaction yield, written as a fraction of the theoretical maximum amount of product (1.0 means a 100% yield; for example, 0.34 means a 34% yield). (1) The reactants are Cl[C:2]1[N:7]=[C:6]([NH:8][C:9]2[NH:13][N:12]=[C:11]([CH:14]3[CH2:16][CH2:15]3)[CH:10]=2)[CH:5]=[CH:4][N:3]=1.[S:17]([N:27]1[C:35]2[C:30](=[CH:31][CH:32]=[C:33]([CH2:36][NH2:37])[CH:34]=2)[CH:29]=[CH:28]1)([C:20]1[CH:26]=[CH:25][C:23]([CH3:24])=[CH:22][CH:21]=1)(=[O:19])=[O:18].CCN(C(C)C)C(C)C. The catalyst is CCCCO. The product is [CH:14]1([C:11]2[NH:12][N:13]=[C:9]([NH:8][C:6]3[CH:5]=[CH:4][N:3]=[C:2]([NH:37][CH2:36][C:33]4[CH:34]=[C:35]5[C:30]([CH:29]=[CH:28][N:27]5[S:17]([C:20]5[CH:21]=[CH:22][C:23]([CH3:24])=[CH:25][CH:26]=5)(=[O:19])=[O:18])=[CH:31][CH:32]=4)[N:7]=3)[CH:10]=2)[CH2:16][CH2:15]1. The yield is 0.950. (2) The reactants are Cl.[NH2:2][CH2:3][C:4]1[CH:9]=[CH:8][C:7]([C:10]([N:12]2[CH2:21][CH2:20][C:19]3[N:18]=[C:17]([CH3:22])[O:16][C:15]=3[C:14]3[CH:23]=[CH:24][CH:25]=[CH:26][C:13]2=3)=[O:11])=[CH:6][C:5]=1[CH3:27].C(N(CC)CC)C.[CH3:35][C:36]([CH3:49])([CH3:48])[CH2:37][CH2:38][N:39]1[CH2:44][CH2:43][CH:42]([C:45](O)=[O:46])[CH2:41][CH2:40]1.C1CN([P+](Br)(N2CCCC2)N2CCCC2)CC1.F[P-](F)(F)(F)(F)F. The catalyst is ClCCl.CN(C1C=CN=CC=1)C.CCOC(C)=O. The product is [CH3:27][C:5]1[CH:6]=[C:7]([C:10]([N:12]2[CH2:21][CH2:20][C:19]3[N:18]=[C:17]([CH3:22])[O:16][C:15]=3[C:14]3[CH:23]=[CH:24][CH:25]=[CH:26][C:13]2=3)=[O:11])[CH:8]=[CH:9][C:4]=1[CH2:3][NH:2][C:45]([CH:42]1[CH2:43][CH2:44][N:39]([CH2:38][CH2:37][C:36]([CH3:49])([CH3:48])[CH3:35])[CH2:40][CH2:41]1)=[O:46]. The yield is 0.690. (3) The reactants are Cl[CH2:2][CH2:3][CH2:4][S:5]([N:8]1[CH2:13][CH2:12][CH:11]([C:14]2[C:22]3[C:17](=[C:18]([C:29]([NH2:31])=[O:30])[CH:19]=[C:20]([C:23]4[CH:28]=[CH:27][CH:26]=[CH:25][CH:24]=4)[CH:21]=3)[NH:16][CH:15]=2)[CH2:10][CH2:9]1)(=[O:7])=[O:6].[CH2:32]([OH:37])[CH2:33][CH2:34][CH2:35][OH:36].C([O-])([O-])=O.[K+].[K+].[I-].[Na+]. No catalyst specified. The product is [OH:36][CH2:35][CH2:34][CH2:33][CH2:32][O:37][CH2:2][CH2:3][CH2:4][S:5]([N:8]1[CH2:13][CH2:12][CH:11]([C:14]2[C:22]3[C:17](=[C:18]([C:29]([NH2:31])=[O:30])[CH:19]=[C:20]([C:23]4[CH:28]=[CH:27][CH:26]=[CH:25][CH:24]=4)[CH:21]=3)[NH:16][CH:15]=2)[CH2:10][CH2:9]1)(=[O:7])=[O:6]. The yield is 0.204. (4) No catalyst specified. The yield is 0.251. The reactants are [F:1][C:2]([F:7])([F:6])[C:3]([OH:5])=[O:4].[CH3:8][C:9](C)([CH3:41])[CH2:10][NH:11][CH2:12][C:13]1[O:17][CH:16]=[C:15]([C:18]2[CH:19]=[C:20]3[C:24](=[C:25]([C:27]([NH2:29])=[O:28])[CH:26]=2)[NH:23][CH:22]=[C:21]3[CH:30]2[CH2:35][CH2:34][N:33]([S:36]([CH2:39][CH3:40])(=[O:38])=[O:37])[CH2:32][CH2:31]2)[CH:14]=1.[CH3:43][C:44](C)(C)CN. The product is [F:1][C:2]([F:7])([F:6])[C:3]([OH:5])=[O:4].[CH:9]1([CH2:10][NH:11][CH2:12][C:13]2[O:17][CH:16]=[C:15]([C:18]3[CH:19]=[C:20]4[C:24](=[C:25]([C:27]([NH2:29])=[O:28])[CH:26]=3)[NH:23][CH:22]=[C:21]4[CH:30]3[CH2:31][CH2:32][N:33]([S:36]([CH2:39][CH3:40])(=[O:37])=[O:38])[CH2:34][CH2:35]3)[CH:14]=2)[CH2:8][CH2:44][CH2:43][CH2:41]1. (5) The reactants are [CH2:1]([C:4]1[N:8]([CH2:9][C:10]2[CH:30]=[CH:29][C:13]3[C:14](=[CH:23]/[C:24](/[NH:27][OH:28])=[N:25]\[H])[C:15]4[CH:22]=[CH:21][CH:20]=[CH:19][C:16]=4[CH2:17][CH2:18][C:12]=3[CH:11]=2)[C:7]2[CH:31]=[CH:32][CH:33]=[CH:34][C:6]=2[N:5]=1)[CH2:2][CH3:3].C(N(CC)CC)C.[F:42][C:43]([F:54])([F:53])[C:44](O[C:44](=O)[C:43]([F:54])([F:53])[F:42])=O.O. The catalyst is ClCCl. The product is [CH2:1]([C:4]1[N:8]([CH2:9][C:10]2[CH:30]=[CH:29][C:13]3/[C:14](=[CH:23]/[C:24]4[N:25]=[C:44]([C:43]([F:54])([F:53])[F:42])[O:28][N:27]=4)/[C:15]4[CH:22]=[CH:21][CH:20]=[CH:19][C:16]=4[CH2:17][CH2:18][C:12]=3[CH:11]=2)[C:7]2[CH:31]=[CH:32][CH:33]=[CH:34][C:6]=2[N:5]=1)[CH2:2][CH3:3]. The yield is 0.490. (6) The reactants are [C:1]([C:4]1[NH:5][C:6]2[C:11]([CH:12]=1)=[CH:10][CH:9]=[C:8]([C:13]([O:15]CC)=[O:14])[CH:7]=2)(=[O:3])[NH2:2].[OH-].[Na+].Cl. The catalyst is CO. The product is [C:1]([C:4]1[NH:5][C:6]2[C:11]([CH:12]=1)=[CH:10][CH:9]=[C:8]([C:13]([OH:15])=[O:14])[CH:7]=2)(=[O:3])[NH2:2]. The yield is 1.00. (7) The reactants are [NH2:1][C:2]1[N:10]=[CH:9][N:8]=[C:7]2[C:3]=1[N:4]=[CH:5][N:6]2[C:11]1[CH:16]=[C:15]([Cl:17])[CH:14]=[CH:13][C:12]=1[OH:18].[H-].[Na+].COC1C=C(OC)C=CC=1C[N:26]([C:39]1[S:43][N:42]=[CH:41][N:40]=1)[S:27]([C:30]1[CH:35]=[C:34]([F:36])[C:33](F)=[CH:32][C:31]=1[F:38])(=[O:29])=[O:28]. The catalyst is CN(C)C=O.ClCCl.FC(F)(F)C(O)=O. The product is [NH2:1][C:2]1[N:10]=[CH:9][N:8]=[C:7]2[C:3]=1[N:4]=[CH:5][N:6]2[C:11]1[CH:16]=[C:15]([Cl:17])[CH:14]=[CH:13][C:12]=1[O:18][C:33]1[C:34]([F:36])=[CH:35][C:30]([S:27]([NH:26][C:39]2[S:43][N:42]=[CH:41][N:40]=2)(=[O:28])=[O:29])=[C:31]([F:38])[CH:32]=1. The yield is 0.170.